Task: Predict which catalyst facilitates the given reaction.. Dataset: Catalyst prediction with 721,799 reactions and 888 catalyst types from USPTO (1) Reactant: [O:1]=[C:2]1[NH:7][N:6]=[C:5]([C:8]2[S:12][C:11]([C:13]([O:15][CH2:16][CH3:17])=[O:14])=[N:10][C:9]=2[C:18]2[CH:23]=[CH:22][CH:21]=[CH:20][CH:19]=2)[CH:4]=[CH:3]1.[H-].[Na+].I[CH3:27].O. Product: [CH3:27][N:7]1[C:2](=[O:1])[CH:3]=[CH:4][C:5]([C:8]2[S:12][C:11]([C:13]([O:15][CH2:16][CH3:17])=[O:14])=[N:10][C:9]=2[C:18]2[CH:19]=[CH:20][CH:21]=[CH:22][CH:23]=2)=[N:6]1. The catalyst class is: 9. (2) Reactant: Br[CH2:2][C:3]1[CH:12]=[CH:11][CH:10]=[C:9]([N+:13]([O-])=O)[C:4]=1[C:5]([O:7]C)=O.[NH2:16][C:17]1[CH:18]=[C:19]([CH:34]=[CH:35][CH:36]=1)[O:20][CH:21]1[CH2:26][CH2:25][N:24]([C:27]([O:29][C:30]([CH3:33])([CH3:32])[CH3:31])=[O:28])[CH2:23][CH2:22]1.N1C=CC=CC=1. Product: [NH2:13][C:9]1[CH:10]=[CH:11][CH:12]=[C:3]2[C:4]=1[C:5](=[O:7])[N:16]([C:17]1[CH:18]=[C:19]([CH:34]=[CH:35][CH:36]=1)[O:20][CH:21]1[CH2:26][CH2:25][N:24]([C:27]([O:29][C:30]([CH3:33])([CH3:31])[CH3:32])=[O:28])[CH2:23][CH2:22]1)[CH2:2]2. The catalyst class is: 14. (3) Reactant: [N:1]1[CH:6]=[CH:5][CH:4]=[N:3][C:2]=1[C:7]1[CH:12]=[CH:11][C:10]([NH:13][C:14]([C:16]2[CH:21]=[CH:20][C:19]([C@@H:22]3[CH2:24][C@H:23]3[NH:25]C(=O)OC(C)(C)C)=[CH:18][CH:17]=2)=[O:15])=[CH:9][CH:8]=1.[ClH:33].C(OCC)(=O)C. Product: [ClH:33].[ClH:33].[NH2:25][C@@H:23]1[CH2:24][C@H:22]1[C:19]1[CH:18]=[CH:17][C:16]([C:14]([NH:13][C:10]2[CH:11]=[CH:12][C:7]([C:2]3[N:1]=[CH:6][CH:5]=[CH:4][N:3]=3)=[CH:8][CH:9]=2)=[O:15])=[CH:21][CH:20]=1. The catalyst class is: 36. (4) Reactant: C(Cl)(=O)C(Cl)=O.CS(C)=O.[C:11]([O:15][C:16]([NH:18][C@@H:19]([CH2:22][C:23]1[CH:28]=[CH:27][CH:26]=[CH:25][CH:24]=1)[CH2:20][OH:21])=[O:17])([CH3:14])([CH3:13])[CH3:12].C(N(CC)CC)C. Product: [C:11]([O:15][C:16]([NH:18][C@@H:19]([CH2:22][C:23]1[CH:24]=[CH:25][CH:26]=[CH:27][CH:28]=1)[CH:20]=[O:21])=[O:17])([CH3:14])([CH3:12])[CH3:13]. The catalyst class is: 2. (5) Reactant: [S:1]([O:11][CH2:12][CH2:13][CH2:14][CH2:15][CH2:16][CH2:17][CH2:18][OH:19])([C:4]1[CH:10]=[CH:9][C:7]([CH3:8])=[CH:6][CH:5]=1)(=[O:3])=[O:2].CCN(CC)CC.Cl[S:28]([N:31]=C=O)(=[O:30])=[O:29].C(O)=O. Product: [S:28](=[O:30])(=[O:29])([O:19][CH2:18][CH2:17][CH2:16][CH2:15][CH2:14][CH2:13][CH2:12][O:11][S:1]([C:4]1[CH:5]=[CH:6][C:7]([CH3:8])=[CH:9][CH:10]=1)(=[O:2])=[O:3])[NH2:31]. The catalyst class is: 2. (6) Reactant: C(C1CCC(C)CC1[O:11][C:12]([CH:14]1[CH2:18][CH:17]([CH2:19][C:20]2[CH:25]=[CH:24][CH:23]=[C:22]([F:26])[CH:21]=2)[CH2:16][N:15]1C(OC(C)(C)C)=O)=[O:13])(C)C.[ClH:34]. Product: [ClH:34].[F:26][C:22]1[CH:21]=[C:20]([CH:25]=[CH:24][CH:23]=1)[CH2:19][C@@H:17]1[CH2:16][NH:15][C@H:14]([C:12]([OH:13])=[O:11])[CH2:18]1. The catalyst class is: 11. (7) Reactant: [CH2:1]([C:3]1[CH:29]=[CH:28][CH:27]=[CH:26][C:4]=1[CH2:5][O:6][C:7]1[CH:11]=[C:10]([N:12]2[C:20]3[CH:19]=[C:18]([CH2:21]O)[N:17]=[CH:16][C:15]=3[N:14]=[CH:13]2)[S:9][C:8]=1[C:23]([NH2:25])=[O:24])[CH3:2].[CH3:30][S:31](Cl)(=[O:33])=[O:32].C(N(CC)CC)C. Product: [CH2:1]([C:3]1[CH:29]=[CH:28][CH:27]=[CH:26][C:4]=1[CH2:5][O:6][C:7]1[CH:11]=[C:10]([N:12]2[C:20]3[CH:19]=[C:18]([CH2:21][S:31]([CH3:30])(=[O:33])=[O:32])[N:17]=[CH:16][C:15]=3[N:14]=[CH:13]2)[S:9][C:8]=1[C:23]([NH2:25])=[O:24])[CH3:2]. The catalyst class is: 3. (8) Reactant: [Cl:1][C:2]1[CH:11]=[C:10]2[C:5]([CH2:6][CH2:7][N:8]([C:13]3[CH:14]=[N:15][CH:16]=[CH:17][C:18]=3[CH:19]3[CH2:21][CH2:20]3)[C:9]2=[O:12])=[CH:4][C:3]=1[OH:22].C[Si]([N-][Si](C)(C)C)(C)C.[K+].C1(N[S:40]([C:43]([F:46])([F:45])[F:44])(=[O:42])=[O:41])C=CC=CC=1. Product: [F:44][C:43]([F:46])([F:45])[S:40]([O:22][C:3]1[CH:4]=[C:5]2[C:10](=[CH:11][C:2]=1[Cl:1])[C:9](=[O:12])[N:8]([C:13]1[CH:14]=[N:15][CH:16]=[CH:17][C:18]=1[CH:19]1[CH2:20][CH2:21]1)[CH2:7][CH2:6]2)(=[O:42])=[O:41]. The catalyst class is: 1. (9) Reactant: [CH3:1][CH:2]([CH3:9])[CH2:3][CH2:4][CH2:5][CH2:6][CH2:7]I.C([O:14][C:15](=[O:36])[C:16]([S:19][C:20]1[S:21][CH:22]=[C:23]([CH2:25][CH2:26][NH:27][C:28]2[N:33]=[CH:32][C:31]([CH2:34][CH3:35])=[CH:30][N:29]=2)[N:24]=1)([CH3:18])[CH3:17])(C)(C)C.CC(C)CCCCCO.[BrH:46].C(O)(=O)C. Product: [BrH:46].[CH2:34]([C:31]1[CH:30]=[N:29][C:28]([N:27]([CH2:7][CH2:6][CH2:5][CH2:4][CH2:3][CH:2]([CH3:9])[CH3:1])[CH2:26][CH2:25][C:23]2[N:24]=[C:20]([S:19][C:16]([CH3:17])([CH3:18])[C:15]([OH:36])=[O:14])[S:21][CH:22]=2)=[N:33][CH:32]=1)[CH3:35]. The catalyst class is: 27.